This data is from Full USPTO retrosynthesis dataset with 1.9M reactions from patents (1976-2016). The task is: Predict the reactants needed to synthesize the given product. (1) The reactants are: [NH2:1][CH2:2][C:3]([CH3:6])([OH:5])[CH3:4].[O:7]1[CH2:12][CH2:11][C:10](=O)[CH2:9][CH2:8]1.C([BH3-])#N.[Na+].C([O-])(O)=O.[Na+]. Given the product [CH3:4][C:3]([OH:5])([CH3:6])[CH2:2][NH:1][CH:10]1[CH2:11][CH2:12][O:7][CH2:8][CH2:9]1, predict the reactants needed to synthesize it. (2) The reactants are: [NH2:1][C:2]1[N:7]=[C:6]([N:8]2[C:16]3[C:11](=[CH:12][CH:13]=[C:14](I)[CH:15]=3)[C:10]([C:18]([OH:21])([CH3:20])[CH3:19])=[N:9]2)[C:5]([Cl:22])=[CH:4][N:3]=1.[CH3:23][C:24]1[O:28][N:27]=[C:26]([C@:29]([OH:33])([C:31]#[CH:32])[CH3:30])[N:25]=1. Given the product [NH2:1][C:2]1[N:7]=[C:6]([N:8]2[C:16]3[C:11](=[CH:12][CH:13]=[C:14]([C:32]#[C:31][C@:29]([C:26]4[N:25]=[C:24]([CH3:23])[O:28][N:27]=4)([OH:33])[CH3:30])[CH:15]=3)[C:10]([C:18]([OH:21])([CH3:20])[CH3:19])=[N:9]2)[C:5]([Cl:22])=[CH:4][N:3]=1, predict the reactants needed to synthesize it. (3) Given the product [C:27]([O:26][C:24]([N:19]1[C:18]([C:34]2[CH:35]=[C:36]([CH:40]=[CH:41][CH:42]=2)[C:37]([OH:39])=[O:38])=[CH:23][O:22][CH2:21][CH2:20]1)=[O:25])([CH3:28])([CH3:29])[CH3:30], predict the reactants needed to synthesize it. The reactants are: O(P(O[C:18]1[N:19]([C:24]([O:26][C:27]([CH3:30])([CH3:29])[CH3:28])=[O:25])[CH2:20][CH2:21][O:22][CH:23]=1)(OC1C=CC=CC=1)=O)C1C=CC=CC=1.B([C:34]1[CH:35]=[C:36]([CH:40]=[CH:41][CH:42]=1)[C:37]([OH:39])=[O:38])(O)O. (4) Given the product [K+:21].[C:1]([O:5][C:6]([NH:8][C:9]([CH3:19])(/[CH:14]=[CH:15]\[CH2:16][C:17]#[N:18])[C:10]([O-:12])=[O:11])=[O:7])([CH3:4])([CH3:3])[CH3:2], predict the reactants needed to synthesize it. The reactants are: [C:1]([O:5][C:6]([NH:8][C:9]([CH3:19])(/[CH:14]=[CH:15]\[CH2:16][C:17]#[N:18])[C:10]([O:12]C)=[O:11])=[O:7])([CH3:4])([CH3:3])[CH3:2].[OH-].[K+:21]. (5) Given the product [Cl:24][C:18]1[CH:19]=[CH:20][C:21]([Cl:23])=[CH:22][C:17]=1[CH2:16][N:3]1[C:4]([C:11]([O:13][CH2:14][CH3:15])=[O:12])=[C:5]([C:7]([F:10])([F:9])[F:8])[N:6]=[C:2]1[C:27]1[CH:26]=[N:25][CH:30]=[CH:29][CH:28]=1, predict the reactants needed to synthesize it. The reactants are: Br[C:2]1[N:3]([CH2:16][C:17]2[CH:22]=[C:21]([Cl:23])[CH:20]=[CH:19][C:18]=2[Cl:24])[C:4]([C:11]([O:13][CH2:14][CH3:15])=[O:12])=[C:5]([C:7]([F:10])([F:9])[F:8])[N:6]=1.[N:25]1[CH:30]=[CH:29][CH:28]=[C:27](B(O)O)[CH:26]=1.C(=O)([O-])[O-].[Cs+].[Cs+].